From a dataset of NCI-60 drug combinations with 297,098 pairs across 59 cell lines. Regression. Given two drug SMILES strings and cell line genomic features, predict the synergy score measuring deviation from expected non-interaction effect. (1) Drug 1: CC(C)(C#N)C1=CC(=CC(=C1)CN2C=NC=N2)C(C)(C)C#N. Drug 2: CC1=C(C(=O)C2=C(C1=O)N3CC4C(C3(C2COC(=O)N)OC)N4)N. Cell line: HCT-15. Synergy scores: CSS=40.7, Synergy_ZIP=6.11, Synergy_Bliss=5.96, Synergy_Loewe=-2.00, Synergy_HSA=3.88. (2) Drug 1: C1CNP(=O)(OC1)N(CCCl)CCCl. Drug 2: CC(C)CN1C=NC2=C1C3=CC=CC=C3N=C2N. Cell line: KM12. Synergy scores: CSS=-27.8, Synergy_ZIP=14.8, Synergy_Bliss=-1.56, Synergy_Loewe=-26.8, Synergy_HSA=-27.3. (3) Drug 1: C1CCC(C(C1)N)N.C(=O)(C(=O)[O-])[O-].[Pt+4]. Drug 2: CC1C(C(CC(O1)OC2CC(CC3=C2C(=C4C(=C3O)C(=O)C5=CC=CC=C5C4=O)O)(C(=O)C)O)N)O. Cell line: BT-549. Synergy scores: CSS=39.9, Synergy_ZIP=-2.65, Synergy_Bliss=-3.47, Synergy_Loewe=-1.53, Synergy_HSA=-0.941. (4) Drug 1: C1CCC(CC1)NC(=O)N(CCCl)N=O. Drug 2: COCCOC1=C(C=C2C(=C1)C(=NC=N2)NC3=CC=CC(=C3)C#C)OCCOC.Cl. Cell line: SN12C. Synergy scores: CSS=13.6, Synergy_ZIP=-2.03, Synergy_Bliss=3.64, Synergy_Loewe=1.57, Synergy_HSA=4.05. (5) Drug 1: CC(C1=C(C=CC(=C1Cl)F)Cl)OC2=C(N=CC(=C2)C3=CN(N=C3)C4CCNCC4)N. Drug 2: CN(C(=O)NC(C=O)C(C(C(CO)O)O)O)N=O. Cell line: HL-60(TB). Synergy scores: CSS=11.1, Synergy_ZIP=-5.83, Synergy_Bliss=-13.0, Synergy_Loewe=-32.3, Synergy_HSA=-16.8. (6) Drug 2: CN1C2=C(C=C(C=C2)N(CCCl)CCCl)N=C1CCCC(=O)O.Cl. Drug 1: CCC1(CC2CC(C3=C(CCN(C2)C1)C4=CC=CC=C4N3)(C5=C(C=C6C(=C5)C78CCN9C7C(C=CC9)(C(C(C8N6C=O)(C(=O)OC)O)OC(=O)C)CC)OC)C(=O)OC)O.OS(=O)(=O)O. Synergy scores: CSS=3.64, Synergy_ZIP=-0.619, Synergy_Bliss=0.327, Synergy_Loewe=2.73, Synergy_HSA=-0.723. Cell line: OVCAR-4.